From a dataset of Reaction yield outcomes from USPTO patents with 853,638 reactions. Predict the reaction yield, written as a fraction of the theoretical maximum amount of product (1.0 means a 100% yield; for example, 0.34 means a 34% yield). (1) The reactants are [OH:1][C:2]1[CH:7]=[CH:6][CH:5]=[CH:4][C:3]=1[C:8](=[O:17])[CH2:9][C:10]([O:12][C:13]([CH3:16])([CH3:15])[CH3:14])=[O:11].[Br:18][C:19]1[CH:26]=[CH:25][C:22]([CH:23]=O)=[CH:21][CH:20]=1.N1CCCCC1.C(O)(=O)C. The catalyst is C1C=CC=CC=1. The product is [Br:18][C:19]1[CH:26]=[CH:25][C:22](/[CH:23]=[C:9](\[C:8]([C:3]2[CH:4]=[CH:5][CH:6]=[CH:7][C:2]=2[OH:1])=[O:17])/[C:10]([O:12][C:13]([CH3:14])([CH3:16])[CH3:15])=[O:11])=[CH:21][CH:20]=1. The yield is 0.570. (2) The reactants are [Si]([O:8][CH2:9][C:10]1[C:11]([C:16](=O)/[CH:17]=[CH:18]/[N:19](C)C)=[N:12][CH:13]=[CH:14][CH:15]=1)(C(C)(C)C)(C)C.Cl.[CH:24]([NH:27][NH2:28])([CH3:26])[CH3:25].Cl.[CH3:30][CH2:31][OH:32]. No catalyst specified. The product is [CH:24]([N:27]1[C:16]([C:11]2[C:10]([CH2:9][OH:8])=[CH:15][CH:14]=[CH:13][N:12]=2)=[CH:17][CH:18]=[N:19]1)([CH3:26])[CH3:25].[CH:24]([N:27]1[CH:14]=[CH:15][C:10]([C:11]2[CH:16]=[CH:17][C:30]([CH2:31][OH:32])=[CH:13][N:12]=2)=[N:28]1)([CH3:26])[CH3:25]. The yield is 0.710. (3) The reactants are [CH3:1][O:2][C:3]1[C:4](=[O:11])[CH2:5][CH2:6][C:7]([CH3:10])([CH3:9])[CH:8]=1.[C:12](OCC)(=[O:18])[C:13]([O:15][CH2:16][CH3:17])=[O:14].C[Si]([N-][Si](C)(C)C)(C)C.[Li+]. The catalyst is C(OCC)C.O1CCCC1. The product is [CH3:1][O:2][C:3]1[C:4](=[O:11])[CH:5]([C:12](=[O:18])[C:13]([O:15][CH2:16][CH3:17])=[O:14])[CH2:6][C:7]([CH3:9])([CH3:10])[CH:8]=1. The yield is 0.815. (4) The reactants are [O:1]1[C:6]2[CH:7]=[CH:8][C:9]([CH:11]=O)=[CH:10][C:5]=2[O:4][CH2:3][CH2:2]1.[N+:13]([CH3:16])([O-:15])=[O:14].C([O-])(=O)C.[NH4+].O. The catalyst is C(O)(=O)C. The product is [N+:13]([CH:16]=[CH:11][C:9]1[CH:8]=[CH:7][C:6]2[O:1][CH2:2][CH2:3][O:4][C:5]=2[CH:10]=1)([O-:15])=[O:14]. The yield is 0.610. (5) The reactants are Br[C:2]1[NH:3][C:4]2[C:9]([C:10]=1[CH:11]1[CH2:16][CH2:15][CH2:14][CH2:13][CH2:12]1)=[CH:8][CH:7]=[C:6]([C:17]([O:19][CH3:20])=[O:18])[CH:5]=2.[CH:21]([C:23]1[CH:28]=[CH:27][CH:26]=[CH:25][C:24]=1B(O)O)=[O:22].[Li+].[Cl-].CCO.C1(C)C=CC=CC=1. The catalyst is C([O-])([O-])=O.[Na+].[Na+].C1C=CC([P]([Pd]([P](C2C=CC=CC=2)(C2C=CC=CC=2)C2C=CC=CC=2)([P](C2C=CC=CC=2)(C2C=CC=CC=2)C2C=CC=CC=2)[P](C2C=CC=CC=2)(C2C=CC=CC=2)C2C=CC=CC=2)(C2C=CC=CC=2)C2C=CC=CC=2)=CC=1. The product is [CH:11]1([C:10]2[C:9]3[C:4](=[CH:5][C:6]([C:17]([O:19][CH3:20])=[O:18])=[CH:7][CH:8]=3)[N:3]3[CH:21]([OH:22])[C:23]4[C:28]([C:2]=23)=[CH:27][CH:26]=[CH:25][CH:24]=4)[CH2:16][CH2:15][CH2:14][CH2:13][CH2:12]1. The yield is 0.700. (6) The reactants are [CH2:1]([S:3]([C:6]1[CH:7]=[CH:8][C:9]([O:26][C:27]2[C:32]([CH:33]=[CH:34][C:35]3[CH:40]=[CH:39][CH:38]=[CH:37][CH:36]=3)=[CH:31][CH:30]=[CH:29][C:28]=2[CH3:41])=[C:10]([C:12]2[C:13]3[CH:22]=[C:21]([C:23]([OH:25])=[O:24])[NH:20][C:14]=3[C:15](=[O:19])[N:16]([CH3:18])[CH:17]=2)[CH:11]=1)(=[O:5])=[O:4])[CH3:2].F[P-](F)(F)(F)(F)F.[N:49]1(OC(N(C)C)=[N+](C)C)[C:53]2N=CC=C[C:52]=2N=N1.[CH2:66]([NH2:68])[CH3:67].C(N(C(C)C)CC)(C)C. The catalyst is CS(C)=O. The product is [CH2:53]([NH:49][C:23]([C:21]1[NH:20][C:14]2[C:15](=[O:19])[N:16]([CH3:18])[CH:17]=[C:12]([C:10]3[CH:11]=[C:6]([S:3]([CH2:1][CH3:2])(=[O:4])=[O:5])[CH:7]=[CH:8][C:9]=3[O:26][C:27]3[C:32](/[CH:33]=[CH:34]\[C:35]4[CH:40]=[CH:39][CH:38]=[CH:37][CH:36]=4)=[CH:31][CH:30]=[CH:29][C:28]=3[CH3:41])[C:13]=2[CH:22]=1)=[O:25])[CH3:52].[CH2:66]([NH:68][C:23]([C:21]1[NH:20][C:14]2[C:15](=[O:19])[N:16]([CH3:18])[CH:17]=[C:12]([C:10]3[CH:11]=[C:6]([S:3]([CH2:1][CH3:2])(=[O:4])=[O:5])[CH:7]=[CH:8][C:9]=3[O:26][C:27]3[C:32](/[CH:33]=[CH:34]/[C:35]4[CH:40]=[CH:39][CH:38]=[CH:37][CH:36]=4)=[CH:31][CH:30]=[CH:29][C:28]=3[CH3:41])[C:13]=2[CH:22]=1)=[O:24])[CH3:67]. The yield is 0.310. (7) The reactants are CC1C=CC(C(O)=O)=CC=1.C(ON1C(=O)C2=CC=CC=C2C1=O)(=O)C.O=O.[C:28](O)(=[O:38])[C:29]1[CH:37]=[CH:36][C:32]([C:33]([OH:35])=[O:34])=[CH:31][CH:30]=1. The catalyst is [Ti].O.O.O.O.C([O-])(=O)C.[Co+2].C([O-])(=O)C.O.O.O.O.C([O-])(=O)C.[Mn+2].C([O-])(=O)C.C(O)(=O)C. The product is [C:33]([C:32]1[CH:36]=[CH:37][C:29]([CH:28]=[O:38])=[CH:30][CH:31]=1)([OH:35])=[O:34]. The yield is 0.956.